Dataset: Full USPTO retrosynthesis dataset with 1.9M reactions from patents (1976-2016). Task: Predict the reactants needed to synthesize the given product. (1) Given the product [CH3:1][C@H:2]1[C@H:12]2[C@H:13]3[C@:17]([CH3:20])([CH2:18][CH2:19][C@@H:11]2[C:5]2[CH2:6][CH2:7][C@H:8]([OH:9])[CH2:10][C:4]=2[CH2:3]1)[C@:16]([OH:23])([C:21]#[CH:22])[CH2:15][CH2:14]3, predict the reactants needed to synthesize it. The reactants are: [CH3:1][C@H:2]1[C@H:12]2[C@H:13]3[C@:17]([CH3:20])([CH2:18][CH2:19][C@@H:11]2[C:5]2[CH2:6][CH2:7][C:8]([CH2:10][C:4]=2[CH2:3]1)=[O:9])[C@:16]([OH:23])([C:21]#[CH:22])[CH2:15][CH2:14]3.[BH4-].[Na+]. (2) Given the product [C:7]([N:10]1[C:19]2[C:14](=[CH:15][C:16]([NH:20][C:21]([CH2:22][CH2:23][O:6][CH2:5][CH2:4][O:3][CH2:1][CH3:2])=[O:24])=[CH:17][CH:18]=2)[C:13]([C:26]2[CH:27]=[CH:28][CH:29]=[CH:30][CH:31]=2)([CH3:25])[CH2:12][C:11]1([CH3:33])[CH3:32])(=[O:9])[CH3:8], predict the reactants needed to synthesize it. The reactants are: [CH2:1]([O:3][CH2:4][CH2:5][OH:6])[CH3:2].[C:7]([N:10]1[C:19]2[C:14](=[CH:15][C:16]([NH:20][C:21](=[O:24])[CH:22]=[CH2:23])=[CH:17][CH:18]=2)[C:13]([C:26]2[CH:31]=[CH:30][CH:29]=[CH:28][CH:27]=2)([CH3:25])[CH2:12][C:11]1([CH3:33])[CH3:32])(=[O:9])[CH3:8]. (3) Given the product [Cl:43][CH2:21][C:17]1[CH:16]=[C:15]([C:12]2[N:11]=[C:10]([C:8]3[CH:7]=[CH:6][C:5]([C:23]4[CH:28]=[CH:27][CH:26]=[CH:25][C:24]=4[CH3:29])=[C:4]([CH2:3][O:2][CH3:1])[CH:9]=3)[O:14][N:13]=2)[CH:20]=[CH:19][N:18]=1, predict the reactants needed to synthesize it. The reactants are: [CH3:1][O:2][CH2:3][C:4]1[CH:9]=[C:8]([C:10]2[O:14][N:13]=[C:12]([C:15]3[CH:20]=[CH:19][N:18]=[C:17]([CH2:21]O)[CH:16]=3)[N:11]=2)[CH:7]=[CH:6][C:5]=1[C:23]1[CH:28]=[CH:27][CH:26]=[CH:25][C:24]=1[CH3:29].CCN(C(C)C)C(C)C.CS([Cl:43])(=O)=O.O. (4) Given the product [C:20]([CH2:19][C:17]([NH:13][CH2:12][CH2:11][C:5]1[CH:6]=[CH:7][C:8]([O:9][CH3:10])=[C:3]([O:2][CH3:1])[CH:4]=1)=[O:16])#[N:21], predict the reactants needed to synthesize it. The reactants are: [CH3:1][O:2][C:3]1[CH:4]=[C:5]([CH2:11][CH2:12][NH2:13])[CH:6]=[CH:7][C:8]=1[O:9][CH3:10].CC[O:16][C:17]([CH2:19][C:20]#[N:21])=O.